From a dataset of Reaction yield outcomes from USPTO patents with 853,638 reactions. Predict the reaction yield, written as a fraction of the theoretical maximum amount of product (1.0 means a 100% yield; for example, 0.34 means a 34% yield). (1) The reactants are [CH3:1][C:2]1[C:3]([C:22](OC)=[O:23])=[CH:4][N:5]([C:16]2[CH:21]=[CH:20][CH:19]=[CH:18][CH:17]=2)[C:6]=1[S:7]([C:10]1[CH:15]=[CH:14][CH:13]=[CH:12][CH:11]=1)(=[O:9])=[O:8].C1(C)C=CC=CC=1.[H-].C([Al+]CC(C)C)C(C)C. The catalyst is O1CCCC1.[Cl-].[Na+].O. The product is [CH3:1][C:2]1[C:3]([CH:22]=[O:23])=[CH:4][N:5]([C:16]2[CH:17]=[CH:18][CH:19]=[CH:20][CH:21]=2)[C:6]=1[S:7]([C:10]1[CH:15]=[CH:14][CH:13]=[CH:12][CH:11]=1)(=[O:9])=[O:8]. The yield is 0.450. (2) The reactants are [C:1]1([C:7]2[C:15]3[C:10](=[N:11][CH:12]=[C:13]([C:16]4[CH:17]=[C:18]([OH:22])[CH:19]=[CH:20][CH:21]=4)[CH:14]=3)[NH:9][CH:8]=2)[CH2:6][CH2:5][CH2:4][CH2:3][CH:2]=1. The catalyst is CO.[Pd]. The product is [CH:1]1([C:7]2[C:15]3[C:10](=[N:11][CH:12]=[C:13]([C:16]4[CH:17]=[C:18]([OH:22])[CH:19]=[CH:20][CH:21]=4)[CH:14]=3)[NH:9][CH:8]=2)[CH2:2][CH2:3][CH2:4][CH2:5][CH2:6]1. The yield is 0.370. (3) The reactants are [CH:1]([C:4]1[CH:11]=[CH:10][C:7]([CH2:8][OH:9])=[CH:6][CH:5]=1)([CH3:3])[CH3:2].[C:12](N1C=CN=C1)(N1C=CN=C1)=[O:13].[CH2:24]([O:31][C:32](=[O:49])[C:33]([CH3:48])([O:35][C:36]1[CH:41]=[CH:40][CH:39]=[C:38]([CH:42]2[CH2:47][CH2:46][CH2:45][NH:44][CH2:43]2)[CH:37]=1)[CH3:34])[C:25]1[CH:30]=[CH:29][CH:28]=[CH:27][CH:26]=1.Cl. The catalyst is C1(C)C=CC=CC=1.O. The product is [CH:1]([C:4]1[CH:5]=[CH:6][C:7]([CH2:8][O:9][C:12]([N:44]2[CH2:45][CH2:46][CH2:47][CH:42]([C:38]3[CH:39]=[CH:40][CH:41]=[C:36]([O:35][C:33]([C:32]([O:31][CH2:24][C:25]4[CH:30]=[CH:29][CH:28]=[CH:27][CH:26]=4)=[O:49])([CH3:34])[CH3:48])[CH:37]=3)[CH2:43]2)=[O:13])=[CH:10][CH:11]=1)([CH3:3])[CH3:2]. The yield is 0.560. (4) The reactants are [BH4-].[Na+].[Br-].[CH2:4]([N+:11]1[CH:16]=[C:15]([F:17])[CH:14]=[CH:13][C:12]=1[CH2:18][NH:19][C:20]([O:22][C:23]([CH3:26])([CH3:25])[CH3:24])=[O:21])[C:5]1[CH:10]=[CH:9][CH:8]=[CH:7][CH:6]=1. The catalyst is CO.CCOC(C)=O. The product is [CH2:4]([N:11]1[CH:16]=[C:15]([F:17])[CH2:14][CH2:13][CH:12]1[CH2:18][NH:19][C:20](=[O:21])[O:22][C:23]([CH3:25])([CH3:24])[CH3:26])[C:5]1[CH:6]=[CH:7][CH:8]=[CH:9][CH:10]=1. The yield is 0.620. (5) The reactants are [Cl:1][C:2]1[CH:7]=[CH:6][C:5]([CH2:8][C:9]2[C:18]3[C:13](=[CH:14][CH:15]=[CH:16][CH:17]=3)[C:12](=[O:19])[N:11]([CH2:20][C@H:21]3[CH2:25][CH2:24][CH2:23][NH:22]3)[N:10]=2)=[CH:4][CH:3]=1.Br[CH2:27][CH2:28][N:29]1[C:37](=[O:38])[C:36]2[C:31](=[CH:32][CH:33]=[CH:34][CH:35]=2)[C:30]1=[O:39].C(=O)([O-])[O-].[K+].[K+]. The catalyst is CC(=O)CC. The product is [Cl:1][C:2]1[CH:7]=[CH:6][C:5]([CH2:8][C:9]2[C:18]3[C:13](=[CH:14][CH:15]=[CH:16][CH:17]=3)[C:12](=[O:19])[N:11]([CH2:20][C@H:21]3[CH2:25][CH2:24][CH2:23][N:22]3[CH2:27][CH2:28][N:29]3[C:30](=[O:39])[C:31]4[C:36](=[CH:35][CH:34]=[CH:33][CH:32]=4)[C:37]3=[O:38])[N:10]=2)=[CH:4][CH:3]=1. The yield is 0.870. (6) The yield is 0.540. The reactants are C([O-])([O-])=O.[K+].[K+].CC1CCCO1.[CH2:13]([NH:16][C:17]([C@@H:19]1[C:23]([CH3:25])([CH3:24])[S:22][CH2:21][N:20]1[C:26](=[O:51])[C@@H:27]([OH:50])[C@@H:28]([NH:36][C:37]([C:39]1[C:40]([CH3:49])=[C:41]([O:45]C(=O)C)[CH:42]=[CH:43][CH:44]=1)=[O:38])[CH2:29][C:30]1[CH:35]=[CH:34][CH:33]=[CH:32][CH:31]=1)=[O:18])[CH:14]=[CH2:15]. The product is [CH2:13]([NH:16][C:17]([C@@H:19]1[C:23]([CH3:25])([CH3:24])[S:22][CH2:21][N:20]1[C:26](=[O:51])[C@@H:27]([OH:50])[C@@H:28]([NH:36][C:37](=[O:38])[C:39]1[CH:44]=[CH:43][CH:42]=[C:41]([OH:45])[C:40]=1[CH3:49])[CH2:29][C:30]1[CH:35]=[CH:34][CH:33]=[CH:32][CH:31]=1)=[O:18])[CH:14]=[CH2:15]. The catalyst is CO. (7) The product is [ClH:1].[NH2:15][C@@H:7]([C@H:8]([CH3:14])[C@H:9]([CH3:13])[CH2:10][CH2:11][CH3:12])[CH2:6][C:5]([OH:19])=[O:4]. The yield is 0.820. The catalyst is O. The reactants are [ClH:1].C([O:4][C:5](=[O:19])[CH2:6][C@@H:7]([NH:15]C(=O)C)[C@H:8]([CH3:14])[C@H:9]([CH3:13])[CH2:10][CH2:11][CH3:12])C. (8) The reactants are [Br-].[O:2]=[C:3]1[N:8]2[CH:9]=[N+:10]([CH2:12][CH2:13][CH3:14])[CH:11]=[C:7]2[CH2:6][CH2:5][NH:4]1.[F:15][C:16]1[CH:17]=[C:18]([C:26]2[S:30][C:29]([NH2:31])=[N:28][C:27]=2[CH3:32])[CH:19]=[CH:20][C:21]=1[S:22]([CH3:25])(=[O:24])=[O:23].CCN(CC)CC. The catalyst is CCOC(C)=O. The product is [F:15][C:16]1[CH:17]=[C:18]([C:26]2[S:30][C:29]([NH:31][C:3]([NH:4][CH2:5][CH2:6][C:7]3[N:8]=[CH:9][N:10]([CH2:12][CH2:13][CH3:14])[CH:11]=3)=[O:2])=[N:28][C:27]=2[CH3:32])[CH:19]=[CH:20][C:21]=1[S:22]([CH3:25])(=[O:23])=[O:24]. The yield is 0.250. (9) The reactants are OO[S:3]([O-:5])=[O:4].[K+].[CH3:7][C:8]1([S:26]([C:29]2[CH:34]=[CH:33][CH:32]=[C:31]([C:35]([F:38])([F:37])[F:36])[CH:30]=2)(=[O:28])=[O:27])[CH2:13][CH2:12][O:11][CH:10]([C:14]2[C:19](SC)=[CH:18][C:17]([C:22]([F:25])([F:24])[F:23])=[CH:16][N:15]=2)[CH2:9]1.[CH3:39]C#N. The catalyst is C1COCC1.O. The product is [CH3:39][S:3]([C:19]1[C:14]([CH:10]2[CH2:9][C:8]([CH3:7])([S:26]([C:29]3[CH:34]=[CH:33][CH:32]=[C:31]([C:35]([F:38])([F:36])[F:37])[CH:30]=3)(=[O:28])=[O:27])[CH2:13][CH2:12][O:11]2)=[N:15][CH:16]=[C:17]([C:22]([F:23])([F:24])[F:25])[CH:18]=1)(=[O:5])=[O:4]. The yield is 0.700. (10) The reactants are [S:1]1[CH2:5][CH2:4][N:3]([C:6]([N:8]2[CH2:13][CH:12]([C:14]3[CH:19]=[CH:18][C:17]([C:20]([F:23])([F:22])[F:21])=[CH:16][CH:15]=3)[CH2:11][CH:10]([C:24](O)=[O:25])[CH2:9]2)=[O:7])[CH2:2]1.O[N:28]=[C:29]([NH2:34])[CH2:30][CH2:31][O:32][CH3:33]. No catalyst specified. The product is [CH3:33][O:32][CH2:31][CH2:30][C:29]1[N:34]=[C:24]([CH:10]2[CH2:11][CH:12]([C:14]3[CH:19]=[CH:18][C:17]([C:20]([F:22])([F:21])[F:23])=[CH:16][CH:15]=3)[CH2:13][N:8]([C:6]([N:3]3[CH2:4][CH2:5][S:1][CH2:2]3)=[O:7])[CH2:9]2)[O:25][N:28]=1. The yield is 0.240.